This data is from Full USPTO retrosynthesis dataset with 1.9M reactions from patents (1976-2016). The task is: Predict the reactants needed to synthesize the given product. (1) Given the product [C:2]1(=[O:1])[C:7]2[C:21]3[CH:20]=[CH:19][CH:18]=[CH:17][C:16]=3[NH:22][C:6]=2[CH2:5][CH2:4][NH:3]1, predict the reactants needed to synthesize it. The reactants are: [O:1]=[C:2]1[CH2:7][C:6](=O)[CH2:5][CH2:4][N:3]1C(OC(C)(C)C)=O.[C:16]1([NH:22]N)[CH:21]=[CH:20][CH:19]=[CH:18][CH:17]=1.OS(O)(=O)=O. (2) Given the product [Cl:4][C:5]1[CH:6]=[CH:7][C:8]([CH2:9][N:10]2[C:18]3[C:13](=[CH:14][C:15]([CH2:19][N:2]([CH3:3])[CH3:1])=[CH:16][CH:17]=3)[C:12]([C:21](=[O:33])[C:22]([NH:24][C:25]3[CH:30]=[CH:29][N:28]=[C:27]([O:31][CH3:32])[CH:26]=3)=[O:23])=[C:11]2[CH3:34])=[CH:35][CH:36]=1, predict the reactants needed to synthesize it. The reactants are: [CH3:1][NH:2][CH3:3].[Cl:4][C:5]1[CH:36]=[CH:35][C:8]([CH2:9][N:10]2[C:18]3[C:13](=[CH:14][C:15]([CH:19]=O)=[CH:16][CH:17]=3)[C:12]([C:21](=[O:33])[C:22]([NH:24][C:25]3[CH:30]=[CH:29][N:28]=[C:27]([O:31][CH3:32])[CH:26]=3)=[O:23])=[C:11]2[CH3:34])=[CH:7][CH:6]=1.C(O[BH-](OC(=O)C)OC(=O)C)(=O)C.[Na+].Cl.CNC. (3) Given the product [CH3:20][O:11][C:10](=[O:12])[C@@H:9]([NH:8][C:6]([O:5][C:1]([CH3:4])([CH3:2])[CH3:3])=[O:7])[CH2:13][C:14]1[CH:19]=[CH:18][CH:17]=[CH:16][N:15]=1, predict the reactants needed to synthesize it. The reactants are: [C:1]([O:5][C:6]([NH:8][C@@H:9]([CH2:13][C:14]1[CH:19]=[CH:18][CH:17]=[CH:16][N:15]=1)[C:10]([OH:12])=[O:11])=[O:7])([CH3:4])([CH3:3])[CH3:2].[CH3:20][Si](C=[N+]=[N-])(C)C.